This data is from Forward reaction prediction with 1.9M reactions from USPTO patents (1976-2016). The task is: Predict the product of the given reaction. (1) Given the reactants B(Br)(Br)Br.C[O:6][C:7]1[CH:12]=[CH:11][C:10]([C:13]2[C:21]3[C:16](=[CH:17][C:18]([N:22]4[CH2:27][CH2:26][NH:25][CH2:24][CH2:23]4)=[CH:19][CH:20]=3)[N:15]([C:28]3[CH:33]=[CH:32][N:31]=[CH:30][CH:29]=3)[CH:14]=2)=[CH:9][CH:8]=1.C(=O)(O)[O-].[Na+].C(OCC)(=O)C, predict the reaction product. The product is: [N:22]1([C:18]2[CH:17]=[C:16]3[C:21]([C:13]([C:10]4[CH:11]=[CH:12][C:7]([OH:6])=[CH:8][CH:9]=4)=[CH:14][N:15]3[C:28]3[CH:29]=[CH:30][N:31]=[CH:32][CH:33]=3)=[CH:20][CH:19]=2)[CH2:23][CH2:24][NH:25][CH2:26][CH2:27]1. (2) Given the reactants [C:1]1([S:7][CH2:8][CH3:9])[CH:6]=[CH:5][CH:4]=[CH:3][CH:2]=1.CO.O.C1C(=O)N(Br)C(=[O:16])C1, predict the reaction product. The product is: [C:1]1([S:7]([CH2:8][CH3:9])=[O:16])[CH:6]=[CH:5][CH:4]=[CH:3][CH:2]=1. (3) The product is: [ClH:6].[CH3:9][N:8]([CH2:10][CH:11]1[CH:17]2[CH2:18][CH:14]([CH2:15][CH2:16]2)[CH:13]=[C:12]1[C:19]1[CH:20]=[C:21]([O:25][C:26](=[O:31])[C:27]([CH3:29])([CH3:28])[CH3:30])[CH:22]=[CH:23][CH:24]=1)[CH3:7]. Given the reactants O.C[Si]([Cl:6])(C)C.[CH3:7][N:8]([CH2:10][CH:11]1[CH:17]2[CH2:18][CH:14]([CH2:15][CH2:16]2)[CH:13]=[C:12]1[C:19]1[CH:20]=[C:21]([O:25][C:26](=[O:31])[C:27]([CH3:30])([CH3:29])[CH3:28])[CH:22]=[CH:23][CH:24]=1)[CH3:9], predict the reaction product. (4) Given the reactants [CH2:1]([O:3][C:4]([C:6]1[NH:7][C:8]2[C:13]([CH:14]=1)=[CH:12][C:11]([OH:15])=[CH:10][CH:9]=2)=[O:5])[CH3:2].Cl[CH2:17][C:18]([N:20]([CH3:22])[CH3:21])=[O:19].C(=O)([O-])[O-].[Cs+].[Cs+], predict the reaction product. The product is: [CH2:1]([O:3][C:4]([C:6]1[NH:7][C:8]2[C:13]([CH:14]=1)=[CH:12][C:11]([O:15][CH2:17][C:18](=[O:19])[N:20]([CH3:22])[CH3:21])=[CH:10][CH:9]=2)=[O:5])[CH3:2]. (5) Given the reactants [CH3:1][O:2][C:3]1[C:12]2[C:7](=[CH:8][CH:9]=[CH:10][CH:11]=2)[C:6]([CH:13]=[O:14])=[CH:5][CH:4]=1.CC(=CC)C.Cl([O-])=[O:21].[Na+].P([O-])(O)(O)=O.[Na+], predict the reaction product. The product is: [CH3:1][O:2][C:3]1[C:12]2[C:7](=[CH:8][CH:9]=[CH:10][CH:11]=2)[C:6]([C:13]([OH:21])=[O:14])=[CH:5][CH:4]=1.